Dataset: Full USPTO retrosynthesis dataset with 1.9M reactions from patents (1976-2016). Task: Predict the reactants needed to synthesize the given product. (1) Given the product [Br:13][C:14]1[CH:15]=[C:16]([CH:20]=[CH:21][N:22]=1)[C:17]([NH:30][C:29]1[CH:31]=[CH:32][C:26]([O:25][C:24]([F:23])([F:33])[F:34])=[CH:27][CH:28]=1)=[O:19], predict the reactants needed to synthesize it. The reactants are: C(N1C=CN=C1)(N1C=CN=C1)=O.[Br:13][C:14]1[CH:15]=[C:16]([CH:20]=[CH:21][N:22]=1)[C:17]([OH:19])=O.[F:23][C:24]([F:34])([F:33])[O:25][C:26]1[CH:32]=[CH:31][C:29]([NH2:30])=[CH:28][CH:27]=1.C([O-])([O-])=O.[Na+].[Na+]. (2) Given the product [C:1]([O:5][C:6]([N:8]1[CH2:14][CH2:13][C:12]2[C:15]([S:20][CH2:40][C@@H:41]3[CH2:42][CH2:43][C:44](=[O:46])[O:45]3)=[C:16]([Cl:19])[CH:17]=[CH:18][C:11]=2[CH2:10][CH2:9]1)=[O:7])([CH3:2])([CH3:4])[CH3:3], predict the reactants needed to synthesize it. The reactants are: [C:1]([O:5][C:6]([N:8]1[CH2:14][CH2:13][C:12]2[C:15]([S:20]C(=O)N(C)C)=[C:16]([Cl:19])[CH:17]=[CH:18][C:11]=2[CH2:10][CH2:9]1)=[O:7])([CH3:4])([CH3:3])[CH3:2].[OH-].[K+].[H-].[Na+].C1(C)C=CC(S(O[CH2:40][C@H:41]2[O:45][C:44](=[O:46])[CH2:43][CH2:42]2)(=O)=O)=CC=1. (3) Given the product [Cl:1][C:2]1[CH:7]=[CH:6][C:5]([S:8]([O:17][C@H:13]([CH2:14][CH2:15][CH3:16])[CH3:12])(=[O:10])=[O:9])=[CH:4][CH:3]=1, predict the reactants needed to synthesize it. The reactants are: [Cl:1][C:2]1[CH:7]=[CH:6][C:5]([S:8](Cl)(=[O:10])=[O:9])=[CH:4][CH:3]=1.[CH3:12][C@H:13]([OH:17])[CH2:14][CH2:15][CH3:16].CCN(CC)CC.Cl. (4) Given the product [NH2:8][C:7]1[C:6]2[CH:5]=[C:4]([CH2:9][C:10]3[CH:15]=[CH:14][CH:13]=[CH:12][CH:11]=3)[S:3][C:2]=2[N:1]=[C:16]([C:18]2[O:19][C:20]([C:23]#[N:24])=[CH:21][CH:22]=2)[N:17]=1, predict the reactants needed to synthesize it. The reactants are: [NH2:1][C:2]1[S:3][C:4]([CH2:9][C:10]2[CH:15]=[CH:14][CH:13]=[CH:12][CH:11]=2)=[CH:5][C:6]=1[C:7]#[N:8].[C:16]([C:18]1[O:19][C:20]([C:23]#[N:24])=[CH:21][CH:22]=1)#[N:17].CC1OC(C#N)=CC=1. (5) Given the product [CH3:1][O:2][C:3]([C:5]1[CH:10]=[N:9][C:8]([N:11]2[CH2:30][CH2:29][C:14]3[NH:15][C:16]4[CH:17]=[CH:18][C:19]([C:22]5[O:23][C:24]([CH2:27][N:49]6[CH2:50][CH2:51][N:46]([CH3:45])[CH2:47][CH2:48]6)=[CH:25][CH:26]=5)=[CH:20][C:21]=4[C:13]=3[CH2:12]2)=[N:7][CH:6]=1)=[O:4], predict the reactants needed to synthesize it. The reactants are: [CH3:1][O:2][C:3]([C:5]1[CH:6]=[N:7][C:8]([N:11]2[CH2:30][CH2:29][C:14]3[NH:15][C:16]4[CH:17]=[CH:18][C:19]([C:22]5[O:23][C:24]([CH:27]=O)=[CH:25][CH:26]=5)=[CH:20][C:21]=4[C:13]=3[CH2:12]2)=[N:9][CH:10]=1)=[O:4].[BH-](OC(C)=O)(OC(C)=O)OC(C)=O.[Na+].[CH3:45][N:46]1[CH2:51][CH2:50][NH:49][CH2:48][CH2:47]1. (6) Given the product [C:13]([N:10]1[C:11]2[C:7](=[CH:6][CH:5]=[C:4]([N+:1]([O-:3])=[O:2])[CH:12]=2)[CH:8]=[N:9]1)([O:15][C:16]([CH3:19])([CH3:18])[CH3:17])=[O:14], predict the reactants needed to synthesize it. The reactants are: [N+:1]([C:4]1[CH:12]=[C:11]2[C:7]([CH:8]=[N:9][NH:10]2)=[CH:6][CH:5]=1)([O-:3])=[O:2].[C:13](O[C:13]([O:15][C:16]([CH3:19])([CH3:18])[CH3:17])=[O:14])([O:15][C:16]([CH3:19])([CH3:18])[CH3:17])=[O:14]. (7) Given the product [CH2:33]([O:32][CH:4]([CH2:5][C:6]1[CH:11]=[CH:10][C:9]([CH2:12][CH2:13][N:14]([CH2:25][CH2:26][CH2:27][CH2:28][CH2:29][CH2:30][CH3:31])[C:15]([NH:17][C:18]2[CH:23]=[CH:22][C:21]([CH3:24])=[CH:20][CH:19]=2)=[O:16])=[CH:8][CH:7]=1)[C:3]([OH:35])=[O:2])[CH3:34], predict the reactants needed to synthesize it. The reactants are: C[O:2][C:3](=[O:35])[CH:4]([O:32][CH2:33][CH3:34])[CH2:5][C:6]1[CH:11]=[CH:10][C:9]([CH2:12][CH2:13][N:14]([CH2:25][CH2:26][CH2:27][CH2:28][CH2:29][CH2:30][CH3:31])[C:15]([NH:17][C:18]2[CH:23]=[CH:22][C:21]([CH3:24])=[CH:20][CH:19]=2)=[O:16])=[CH:8][CH:7]=1.[Li+].[OH-].